From a dataset of Drug-target binding data from BindingDB using IC50 measurements. Regression. Given a target protein amino acid sequence and a drug SMILES string, predict the binding affinity score between them. We predict pIC50 (pIC50 = -log10(IC50 in M); higher means more potent). Dataset: bindingdb_ic50. (1) The drug is CCCCOc1ccc(-c2cc[nH]c2)cc1. The target protein sequence is MPPRSLPNLSLPTEASESELEPEVWENDFLPDSDGTTAELVIRCVIPSLYLIIISVGLLGNIMLVKIFLTNSTMRSVPNIFISNLAAGDLLLLLTCVPVDASRYFFDEWVFGKLGCKLIPAIQLTSVGVSVFTLTALSADRYRAIVNPMDMQTSGVVLWTSLKAVGIWVVSVLLAVPEAVFSEVARIGSSDNSSFTACIPYPQTDELHPKIHSVLIFLVYFLIPLVIISIYYYHIAKTLIRSAHNLPGEYNEHTKKQMETRKRLAKIVLVFVGCFVFCWFPNHILYLYRSFNYKEIDPSLGHMIVTLVARVLSFSNSCVNPFALYLLSESFRKHFNSQLCCGQKSYPERSTSYLLSSSAVRMTSLKSNAKNVVTNSVLLNGHSTKQEIAL. The pIC50 is 5.2. (2) The drug is C[C@]12C(=O)OC(=O)[C@@]1(C)[C@@H]1CC[C@H]2O1. The target protein sequence is DDDVAEADIISTVEFNHCGELLATGDKGGRVVIFQQEQENKIQSHSRGEYNVYSTFQSHEPEFDYLKSLEIEEKINKIRWLPQKNAAQFLLSTNDKTIKLWKISERDKRPEGYNLKEEDGRYRDPTTVTTLRVPVFRPMDLMVEASPRRIFANAHTYHINSISINSDYETYLSADDLRINLWHLEITDRSFNIVDIKPANMEELTEVITAAEFHPNSCNTFVYSSSKGTIRLCDMRASALCDRHSKLFEEPEDPSNRSFFSEIISSISDVKFSHSGRYMMTRDYLSVKIWDLNMENRPVETYQVHEYLRSKLCSLYENDCIFDKFECCWNGSDSVVMTGSYNNFFRMFDRNTKRDITLEASRENNKPRTVLKPRKVCASGKRKKDEISVDSLDFNKKILHHAWHPKENIIAVATTNNLYIFQDKMN. The pIC50 is 6.7. (3) The compound is CCCCCc1oc2ccccc2c(=O)c1O. The target protein (O15296) has sequence MAEFRVRVSTGEAFGAGTWDKVSVSIVGTRGESPPLPLDNLGKEFTAGAEEDFQVTLPEDVGRVLLLRVHKAPPVLPLLGPLAPDAWFCRWFQLTPPRGGHLLFPCYQWLEGAGTLVLQEGTAKVSWADHHPVLQQQRQEELQARQEMYQWKAYNPGWPHCLDEKTVEDLELNIKYSTAKNANFYLQAGSAFAEMKIKGLLDRKGLWRSLNEMKRIFNFRRTPAAEHAFEHWQEDAFFASQFLNGLNPVLIRRCHYLPKNFPVTDAMVASVLGPGTSLQAELEKGSLFLVDHGILSGIQTNVINGKPQFSAAPMTLLYQSPGCGPLLPLAIQLSQTPGPNSPIFLPTDDKWDWLLAKTWVRNAEFSFHEALTHLLHSHLLPEVFTLATLRQLPHCHPLFKLLIPHTRYTLHINTLARELLIVPGQVVDRSTGIGIEGFSELIQRNMKQLNYSLLCLPEDIRTRGVEDIPGYYYRDDGMQIWGAVERFVSEIIGIYYPSDE.... The pIC50 is 4.0. (4) The drug is CN(C)CCCOc1cncc(-c2cnc3c(c2)CCCN3C(N)=O)c1. The target protein sequence is MALRAKAEVCMAAPWLSLQRAQALSTRAARAPSTVLPFEAIPQRPGSRWLRLLQIWREQGYEHLHLEVHQTFQELGPIFRNGPEWRFNRLRLNPDVLSPKAVQRFLPMVDAVARDFSQALRNKVVQNARGSLTLDVQPSIFHYTIEASNLALFGERLGLVGHSPSSASLSFLHALEVMFKSTVQLMFMPRSLSRWTSPKVWKEHFEAWDCIFQYGDNCIQKIYQELALSRPQQYTGIVAELLLNAELSLEAIKANSMELTAGSVDTTAFPLLMTLFELARNPDVQQALRQESLAAAASISEHPQKATTELPLMRAALKETLRLYPVGLFLERVVSSDLVLQNYHIPAGTLVQVFLYSLGRNPALFPRPERYNPQRWLDIRGSGKNFHNVPFGFGMRQCLGRRLAEAEMLLLLHHVLKHLQVETLTQEDIKMVYSFILRPSTFPLLTFRAIN. The pIC50 is 7.2. (5) The small molecule is C[C@H](O)C(NC(=O)[C@H](CCC(N)=O)NC(=O)[C@H](CCC(N)=O)NC(=O)Cc1ccc(O)c([N+](=O)[O-])c1)C(=O)NCC(=O)NCC(=O)COC(=O)c1c2ccccc2cc2ccccc12. The target protein (Q9BQF6) has sequence MDKRKLGRRPSSSEIITEGKRKKSSSDLSEIRKMLNAKPEDVHVQSPLSKFRSSERWTLPLQWERSLRNKVISLDHKNKKHIRGCPVTSKSSPERQLKVMLTNVLWTDLGRKFRKTLPRNDANLCDANKVQSDSLPSTSVDSLETCQKLEPLRQSLNLSERIPRVILTNVLGTELGRKYIRTPPVTEGSLSDTDNLQSEQLSSSSDGSLESYQNLNPHKSCYLSERGSQRSKTVDDNSAKQTAHNKEKRRKDDGISLLISDTQPEDLNSGSRGCDHLEQESRNKDVKYSDSKVELTLISRKTKRRLRNNLPDSQYCTSLDKSTEQTKKQEDDSTISTEFEKPSENYHQDPKLPEEITTKPTKSDFTKLSSLNSQELTLSNATKSASAGSTTETVENSNSIDIVGISSLVEKDENELNTIEKPILRGHNEGNQSLISAEPIVVSSDEEGPVEHKSSEILKLQSKQDRETTNENESTSESALLELPLITCESVQMSSELCPY.... The pIC50 is 4.0.